This data is from Forward reaction prediction with 1.9M reactions from USPTO patents (1976-2016). The task is: Predict the product of the given reaction. (1) Given the reactants [N+:1]([C:4]1[CH:5]=[C:6](/[CH:13]=[CH:14]/[C:15]2[CH:20]=[CH:19][C:18]([O:21]C(=O)C)=[CH:17][CH:16]=2)[CH:7]=[C:8]([N+:10]([O-])=O)[CH:9]=1)([O-])=O, predict the reaction product. The product is: [NH2:1][C:4]1[CH:5]=[C:6]([CH:7]=[C:8]([NH2:10])[CH:9]=1)[CH2:13][CH2:14][C:15]1[CH:16]=[CH:17][C:18]([OH:21])=[CH:19][CH:20]=1. (2) Given the reactants [Cl:1][C:2]1[CH:7]=[CH:6][C:5]([S:8]([N:11]([CH2:17][CH3:18])[C:12](=[CH2:16])[C:13]([OH:15])=O)(=[O:10])=[O:9])=[CH:4][CH:3]=1.CCOC(OC(OCC)=O)=O.[F:30][C:31]([F:57])([F:56])[C:32]1[CH:37]=[CH:36][C:35]([C:38]2[CH:43]=[C:42]([CH2:44][NH2:45])[CH:41]=[C:40]([C:46]3[CH:51]=[CH:50][C:49]([C:52]([F:55])([F:54])[F:53])=[CH:48][CH:47]=3)[N:39]=2)=[CH:34][CH:33]=1, predict the reaction product. The product is: [F:57][C:31]([F:30])([F:56])[C:32]1[CH:33]=[CH:34][C:35]([C:38]2[CH:43]=[C:42]([CH2:44][NH:45][C:13](=[O:15])[C:12]([N:11]([S:8]([C:5]3[CH:4]=[CH:3][C:2]([Cl:1])=[CH:7][CH:6]=3)(=[O:9])=[O:10])[CH2:17][CH3:18])=[CH2:16])[CH:41]=[C:40]([C:46]3[CH:51]=[CH:50][C:49]([C:52]([F:55])([F:53])[F:54])=[CH:48][CH:47]=3)[N:39]=2)=[CH:36][CH:37]=1. (3) Given the reactants [Cl:1][C:2]1[N:7]=[C:6]([Cl:8])[C:5]([OH:9])=[C:4]([Cl:10])[N:3]=1.[CH3:11][O:12][C:13](=[O:19])[CH:14]([CH:16]1[CH2:18][CH2:17]1)O.C1(P(C2C=CC=CC=2)C2C=CC=CC=2)C=CC=CC=1.CC(OC(/N=N/C(OC(C)C)=O)=O)C, predict the reaction product. The product is: [CH3:11][O:12][C:13](=[O:19])[CH:14]([CH:16]1[CH2:18][CH2:17]1)[O:9][C:5]1[C:4]([Cl:10])=[N:3][C:2]([Cl:1])=[N:7][C:6]=1[Cl:8].